This data is from Peptide-MHC class II binding affinity with 134,281 pairs from IEDB. The task is: Regression. Given a peptide amino acid sequence and an MHC pseudo amino acid sequence, predict their binding affinity value. This is MHC class II binding data. (1) The peptide sequence is LIWVGINTRNMTMSM. The MHC is DRB1_1501 with pseudo-sequence DRB1_1501. The binding affinity (normalized) is 0.124. (2) The peptide sequence is KGDEQKLRSAGELEL. The MHC is DRB3_0202 with pseudo-sequence DRB3_0202. The binding affinity (normalized) is 0. (3) The peptide sequence is KKSGITEVDRTEAKEGL. The MHC is DRB1_0405 with pseudo-sequence DRB1_0405. The binding affinity (normalized) is 0. (4) The peptide sequence is EVIPTAFKIGKTYTP. The MHC is HLA-DPA10201-DPB10501 with pseudo-sequence HLA-DPA10201-DPB10501. The binding affinity (normalized) is 0.191. (5) The peptide sequence is GSRAIWYMWLGARYLHHHHHH. The MHC is DRB3_0202 with pseudo-sequence DRB3_0202. The binding affinity (normalized) is 0.